This data is from Catalyst prediction with 721,799 reactions and 888 catalyst types from USPTO. The task is: Predict which catalyst facilitates the given reaction. (1) Reactant: C[O:2][C:3]([C:5]1[CH:6]=[C:7]([C:28]2[CH:33]=[CH:32][CH:31]=[CH:30][CH:29]=2)[CH:8]=[CH:9][C:10]=1[NH:11][C:12]([O:14][CH2:15][C:16]1[CH:21]=[CH:20][C:19]([C:22]2[CH:27]=[CH:26][CH:25]=[CH:24][CH:23]=2)=[CH:18][CH:17]=1)=[O:13])=[O:4].[Li+].[OH-]. Product: [C:19]1([C:22]2[CH:27]=[CH:26][CH:25]=[CH:24][CH:23]=2)[CH:20]=[CH:21][C:16]([CH2:15][O:14][C:12]([NH:11][C:10]2[CH:9]=[CH:8][C:7]([C:28]3[CH:33]=[CH:32][CH:31]=[CH:30][CH:29]=3)=[CH:6][C:5]=2[C:3]([OH:4])=[O:2])=[O:13])=[CH:17][CH:18]=1. The catalyst class is: 1. (2) Reactant: [Br-:1].[Br-].[Br-].C[N+](C)(C)C1C=CC=CC=1.C[N+](C1C=CC=CC=1)(C)C.C[N+](C1C=CC=CC=1)(C)C.[C:34]([C:37]1[CH:51]=[CH:50][C:40]([C:41]([NH:43][CH2:44][CH2:45][C:46]([F:49])([F:48])[F:47])=[O:42])=[CH:39][CH:38]=1)(=[O:36])[CH3:35]. Product: [Br:1][CH2:35][C:34]([C:37]1[CH:51]=[CH:50][C:40]([C:41]([NH:43][CH2:44][CH2:45][C:46]([F:49])([F:48])[F:47])=[O:42])=[CH:39][CH:38]=1)=[O:36]. The catalyst class is: 525. (3) Reactant: [Br:1][C:2]1[CH:10]=[C:9]([F:11])[C:8]([F:12])=[CH:7][C:3]=1[C:4](O)=[O:5].C(N1C=CN=C1)(N1C=CN=C1)=O.[BH4-].[Na+]. Product: [Br:1][C:2]1[CH:10]=[C:9]([F:11])[C:8]([F:12])=[CH:7][C:3]=1[CH2:4][OH:5]. The catalyst class is: 30. (4) Reactant: Br[C:2]1[CH:3]=[C:4]2[C:9](=[CH:10][CH:11]=1)[CH:8]=[C:7]([C:12]([NH:14][CH3:15])=[O:13])[CH:6]=[CH:5]2.O1CCCC1.C([Mg]Cl)(C)C.CCCCCC.C([Li])CCC.[C:37]([N:56]1[CH:60]=[C:59]([CH:61]=[O:62])[N:58]=[CH:57]1)([C:50]1[CH:55]=[CH:54][CH:53]=[CH:52][CH:51]=1)([C:44]1[CH:49]=[CH:48][CH:47]=[CH:46][CH:45]=1)[C:38]1[CH:43]=[CH:42][CH:41]=[CH:40][CH:39]=1.[Cl-].[NH4+]. Product: [OH:62][CH:61]([C:59]1[N:58]=[CH:57][N:56]([C:37]([C:38]2[CH:43]=[CH:42][CH:41]=[CH:40][CH:39]=2)([C:44]2[CH:45]=[CH:46][CH:47]=[CH:48][CH:49]=2)[C:50]2[CH:55]=[CH:54][CH:53]=[CH:52][CH:51]=2)[CH:60]=1)[C:2]1[CH:3]=[C:4]2[C:9](=[CH:10][CH:11]=1)[CH:8]=[C:7]([C:12]([NH:14][CH3:15])=[O:13])[CH:6]=[CH:5]2. The catalyst class is: 7. (5) Reactant: C([NH:8][C:9]([C:11]1[CH:15]=[C:14]([C:16]2[CH:21]=[CH:20][N:19]=[C:18](/[CH:22]=[CH:23]/[C:24]3[CH:29]=[CH:28][CH:27]=[CH:26][CH:25]=3)[CH:17]=2)[NH:13][C:12]=1[CH:30]1CCNC[CH2:31]1)=O)C1C=CC=CC=1.[C:36](O)(=O)C.C=O.[BH3-][C:43]#[N:44].[Na+]. Product: [CH3:36][N:44]([CH3:43])[CH2:31][CH2:30][C:12]1[NH:13][C:14]([C:16]2[CH:21]=[CH:20][N:19]=[C:18](/[CH:22]=[CH:23]/[C:24]3[CH:25]=[CH:26][CH:27]=[CH:28][CH:29]=3)[CH:17]=2)=[CH:15][C:11]=1[C:9]#[N:8]. The catalyst class is: 125. (6) Reactant: [Cl:1][CH2:2][CH2:3][CH2:4][O:5][C:6]1[CH:11]=[CH:10][C:9]([C:12]2[S:13][CH:14]3[CH2:19][N:18]([S:20]([C:23]4[CH:28]=[CH:27][C:26]([CH3:29])=[CH:25][CH:24]=4)(=[O:22])=[O:21])[CH2:17][C:15]3(O)[N:16]=2)=[CH:8][CH:7]=1.C(N(CC)CC)C.CS(Cl)(=O)=O. Product: [Cl:1][CH2:2][CH2:3][CH2:4][O:5][C:6]1[CH:11]=[CH:10][C:9]([C:12]2[S:13][C:14]3[CH2:19][N:18]([S:20]([C:23]4[CH:24]=[CH:25][C:26]([CH3:29])=[CH:27][CH:28]=4)(=[O:22])=[O:21])[CH2:17][C:15]=3[N:16]=2)=[CH:8][CH:7]=1. The catalyst class is: 4. (7) Reactant: [NH2:1][C:2]1[C:7]([C:8]#[N:9])=[C:6]([NH:10][C@H:11]([C:13]2[N:17]([CH:18]3[CH2:21][CH:20]([O:22]CC4C=CC=CC=4)[CH2:19]3)[C:16]3[CH:30]=[C:31]([F:34])[CH:32]=[CH:33][C:15]=3[N:14]=2)[CH3:12])[N:5]=[CH:4][N:3]=1.B(Br)(Br)Br. Product: [NH2:1][C:2]1[C:7]([C:8]#[N:9])=[C:6]([NH:10][C@H:11]([C:13]2[N:17]([CH:18]3[CH2:21][CH:20]([OH:22])[CH2:19]3)[C:16]3[CH:30]=[C:31]([F:34])[CH:32]=[CH:33][C:15]=3[N:14]=2)[CH3:12])[N:5]=[CH:4][N:3]=1. The catalyst class is: 2.